This data is from Full USPTO retrosynthesis dataset with 1.9M reactions from patents (1976-2016). The task is: Predict the reactants needed to synthesize the given product. (1) Given the product [Cl:10][C:11]1[CH:12]=[C:13]([NH:14][C:15]2[C:24]3[C:19](=[CH:20][CH:21]=[CH:22][C:23]=3[O:8][C@@H:6]([CH3:7])[CH2:5][N:4]([CH3:9])[CH3:3])[N:18]=[CH:17][N:16]=2)[CH:26]=[CH:27][C:28]=1[O:29][CH2:30][C:31]1[CH:36]=[CH:35][CH:34]=[CH:33][N:32]=1, predict the reactants needed to synthesize it. The reactants are: [H-].[Na+].[CH3:3][N:4]([CH3:9])[CH2:5][C@@H:6]([OH:8])[CH3:7].[Cl:10][C:11]1[CH:12]=[C:13]([CH:26]=[CH:27][C:28]=1[O:29][CH2:30][C:31]1[CH:36]=[CH:35][CH:34]=[CH:33][N:32]=1)[NH:14][C:15]1[C:24]2[C:19](=[CH:20][CH:21]=[CH:22][C:23]=2F)[N:18]=[CH:17][N:16]=1.CC(N(C)C)=O. (2) Given the product [O:1]([C:8]1[CH:17]=[CH:16][C:11]([C:12]([OH:14])=[O:13])=[CH:10][CH:9]=1)[C:2]1[CH:3]=[CH:4][CH:5]=[CH:6][CH:7]=1, predict the reactants needed to synthesize it. The reactants are: [O:1]([C:8]1[CH:17]=[CH:16][C:11]([C:12]([O:14]C)=[O:13])=[CH:10][CH:9]=1)[C:2]1[CH:7]=[CH:6][CH:5]=[CH:4][CH:3]=1.[OH-].[Na+]. (3) Given the product [C:1]([C:20]1[C:15]2[C:14](=[CH:13][C:12]3[NH:9][CH2:10][CH2:19][CH2:18][C:17]=3[CH:16]=2)[O:27][C:22](=[O:24])[CH:21]=1)(=[O:7])[CH3:2], predict the reactants needed to synthesize it. The reactants are: [C:1]1([OH:7])C=CC=C[CH:2]=1.C[N:9](C)[C:10]1C=[C:12]2[C:17](=[CH:18][CH:19]=1)[CH:16]=[C:15]([C:20]#[C:21][CH:22]([OH:24])C)[CH:14]=[CH:13]2.C[OH:27]. (4) Given the product [N:13]1[CH:14]=[CH:15][CH:16]=[CH:17][C:12]=1[CH2:11][NH:10][C:29]([C:22]1[C:23]([C:25]([F:28])([F:27])[F:26])=[N:24][C:19]([N:42]2[C:41]([NH2:49])=[C:40]([C:35]3[CH:36]=[C:37]([Cl:39])[CH:38]=[C:33]([Cl:32])[CH:34]=3)[C:44]([C:45]([F:46])([F:47])[F:48])=[N:43]2)=[N:20][CH:21]=1)=[O:30], predict the reactants needed to synthesize it. The reactants are: C(N(C(C)C)C(C)C)C.[NH2:10][CH2:11][C:12]1[CH:17]=[CH:16][CH:15]=[CH:14][N:13]=1.Cl[C:19]1[N:24]=[C:23]([C:25]([F:28])([F:27])[F:26])[C:22]([C:29](Cl)=[O:30])=[CH:21][N:20]=1.[Cl:32][C:33]1[CH:34]=[C:35]([C:40]2[C:44]([C:45]([F:48])([F:47])[F:46])=[N:43][NH:42][C:41]=2[NH2:49])[CH:36]=[C:37]([Cl:39])[CH:38]=1.C(=O)([O-])[O-].[K+].[K+]. (5) Given the product [Cl:57][C:54]1[CH:53]=[CH:52][C:51]([CH2:50][N:37]2[C:36](=[O:58])[C:35]([CH2:32][OH:33])=[CH:40][C:39]([C:41]3[CH:46]=[CH:45][C:44]([O:47][CH3:48])=[C:43]([F:49])[CH:42]=3)=[N:38]2)=[CH:56][CH:55]=1, predict the reactants needed to synthesize it. The reactants are: FC1C=C(F)C=CC=1C1C=C(CN2C(=O)C3=CC=CC=C3C2=O)C(=O)N(CC(C)C)N=1.[C:32]([C:35]1[C:36](=[O:58])[N:37]([CH2:50][C:51]2[CH:56]=[CH:55][C:54]([Cl:57])=[CH:53][CH:52]=2)[N:38]=[C:39]([C:41]2[CH:46]=[CH:45][C:44]([O:47][CH3:48])=[C:43]([F:49])[CH:42]=2)[CH:40]=1)(O)=[O:33]. (6) Given the product [Cl:23][C:18]1[CH:17]=[C:16]([CH:21]=[CH:20][C:19]=1[Cl:22])[CH2:15][O:14][N:13]=[C:11]1[CH2:12][N:8]([C:6]([NH:27][CH2:30][CH2:31][CH2:32][CH2:33][CH3:34])=[O:7])[C@H:9]([C:24]([NH:45][C:41]2[CH:40]=[C:39]3[C:44](=[CH:43][CH:42]=2)[N:35]=[CH:36][CH:37]=[CH:38]3)=[O:26])[CH2:10]1, predict the reactants needed to synthesize it. The reactants are: C(O[C:6]([N:8]1[CH2:12][C:11](=[N:13][O:14][CH2:15][C:16]2[CH:21]=[CH:20][C:19]([Cl:22])=[C:18]([Cl:23])[CH:17]=2)[CH2:10][C@H:9]1[C:24]([OH:26])=O)=[O:7])(C)(C)C.[N:27]([CH2:30][CH2:31][CH2:32][CH2:33][CH3:34])=C=O.[N:35]1[C:44]2[C:39](=[CH:40][C:41]([NH2:45])=[CH:42][CH:43]=2)[CH:38]=[CH:37][CH:36]=1. (7) Given the product [F:1][C:2]1[CH:3]=[C:4]([N:8]2[CH2:13][C:12]3([CH2:14][CH2:15][N:16]([C:19]4[CH:20]=[CH:21][C:22]([OH:25])=[CH:23][CH:24]=4)[CH2:17][CH2:18]3)[O:11][CH2:10][C:9]2=[O:27])[CH:5]=[CH:6][CH:7]=1, predict the reactants needed to synthesize it. The reactants are: [F:1][C:2]1[CH:3]=[C:4]([N:8]2[CH2:13][C:12]3([CH2:18][CH2:17][N:16]([C:19]4[CH:24]=[CH:23][C:22]([O:25]C)=[CH:21][CH:20]=4)[CH2:15][CH2:14]3)[O:11][CH2:10][C:9]2=[O:27])[CH:5]=[CH:6][CH:7]=1.B(Br)(Br)Br.ClCCl.[OH-].[Na+].